Dataset: Full USPTO retrosynthesis dataset with 1.9M reactions from patents (1976-2016). Task: Predict the reactants needed to synthesize the given product. (1) Given the product [CH2:18]1[C:19]2[CH2:14][CH2:13][CH2:12][O:11][C:15]=2[CH:16]=[CH:17]1, predict the reactants needed to synthesize it. The reactants are: [H-].[Al+3].[Li+].[H-].[H-].[H-].[Cl-].[Al+3].[Cl-].[Cl-].[O:11]1[C:15]2[CH2:16][CH2:17][CH2:18][C:19](=O)[C:14]=2[CH:13]=[CH:12]1. (2) Given the product [Cl:1][C:2]1[C:7]([F:8])=[CH:6][CH:5]=[C:4]([Cl:9])[C:3]=1[CH:10]([C:12]1[C:20]2[C:15](=[N:16][CH:17]=[C:18]([C:31]3[CH:32]=[N:33][N:34]([CH:36]4[CH2:37][CH2:38][C:39](=[O:42])[CH2:40][CH2:41]4)[CH:35]=3)[CH:19]=2)[NH:14][CH:13]=1)[CH3:11], predict the reactants needed to synthesize it. The reactants are: [Cl:1][C:2]1[C:7]([F:8])=[CH:6][CH:5]=[C:4]([Cl:9])[C:3]=1[CH:10]([C:12]1[C:20]2[C:15](=[N:16][CH:17]=[C:18](B3OC(C)(C)C(C)(C)O3)[CH:19]=2)[NH:14][CH:13]=1)[CH3:11].I[C:31]1[CH:32]=[N:33][N:34]([CH:36]2[CH2:41][CH2:40][C:39](=[O:42])[CH2:38][CH2:37]2)[CH:35]=1.C(=O)([O-])[O-].[K+].[K+].O1CCOCC1.